This data is from Full USPTO retrosynthesis dataset with 1.9M reactions from patents (1976-2016). The task is: Predict the reactants needed to synthesize the given product. The reactants are: CC1C=CC(S(O[CH2:12][C@@H:13]2[O:18][C:17]3[CH:19]=[C:20]([S:24]([CH3:27])(=[O:26])=[O:25])[CH:21]=[C:22]([Cl:23])[C:16]=3[O:15][CH2:14]2)(=O)=O)=CC=1.[CH3:28][CH:29]([NH2:31])[CH3:30]. Given the product [Cl:23][C:22]1[C:16]2[O:15][CH2:14][C@H:13]([CH2:12][NH:31][CH:29]([CH3:30])[CH3:28])[O:18][C:17]=2[CH:19]=[C:20]([S:24]([CH3:27])(=[O:25])=[O:26])[CH:21]=1, predict the reactants needed to synthesize it.